Dataset: Forward reaction prediction with 1.9M reactions from USPTO patents (1976-2016). Task: Predict the product of the given reaction. Given the reactants [NH2:1][C:2]1[N:7]=[C:6]([C:8]2[N:12]3[CH:13]=[CH:14][CH:15]=[CH:16][C:11]3=[N:10][CH:9]=2)[CH:5]=[CH:4][N:3]=1.Br[C:18]1[CH:23]=[CH:22][C:21]([C:24]([C:26]2[CH:27]=[N:28][NH:29][CH:30]=2)=[O:25])=[CH:20][CH:19]=1.CC(C)([O-])C.[K+], predict the reaction product. The product is: [NH:29]1[CH2:30][CH:26]([C:24]([C:21]2[CH:22]=[CH:23][C:18]([NH:1][C:2]3[N:7]=[C:6]([C:8]4[N:12]5[CH:13]=[CH:14][CH:15]=[CH:16][C:11]5=[N:10][CH:9]=4)[CH:5]=[CH:4][N:3]=3)=[CH:19][CH:20]=2)=[O:25])[CH:27]=[N:28]1.